From a dataset of TCR-epitope binding with 47,182 pairs between 192 epitopes and 23,139 TCRs. Binary Classification. Given a T-cell receptor sequence (or CDR3 region) and an epitope sequence, predict whether binding occurs between them. The epitope is LLSAGIFGA. The TCR CDR3 sequence is CASSQGFYLSGWDTGELFF. Result: 0 (the TCR does not bind to the epitope).